From a dataset of Forward reaction prediction with 1.9M reactions from USPTO patents (1976-2016). Predict the product of the given reaction. (1) Given the reactants CS[C:3]1[C:4]2[NH:11][N:10]=[CH:9][C:5]=2[N:6]=[CH:7][N:8]=1.[Cl:12][C:13]1[CH:14]=[C:15]([CH:17]=[CH:18][C:19]=1[O:20][CH2:21][C:22]1[CH:27]=[CH:26][CH:25]=[C:24]([F:28])[CH:23]=1)[NH2:16].Cl.N1C=CC=CC=1, predict the reaction product. The product is: [Cl:12][C:13]1[CH:14]=[C:15]([NH:16][C:3]2[C:4]3[NH:11][N:10]=[CH:9][C:5]=3[N:6]=[CH:7][N:8]=2)[CH:17]=[CH:18][C:19]=1[O:20][CH2:21][C:22]1[CH:27]=[CH:26][CH:25]=[C:24]([F:28])[CH:23]=1. (2) Given the reactants [Cl:1][C:2]1[CH:7]=[N:6][CH:5]=[C:4](B2OC(C)(C)C(C)(C)O2)[N:3]=1.[Cl:17][C:18]1[C:19](I)=[CH:20][C:21]([NH:24][C:25]([C@@H:27]2[CH2:32][CH2:31][CH2:30][N:29]([C:33]([O:35][C:36]([CH3:39])([CH3:38])[CH3:37])=[O:34])[CH2:28]2)=[O:26])=[N:22][CH:23]=1, predict the reaction product. The product is: [Cl:17][C:18]1[C:19]([C:4]2[CH:5]=[N:6][CH:7]=[C:2]([Cl:1])[N:3]=2)=[CH:20][C:21]([NH:24][C:25]([C@@H:27]2[CH2:32][CH2:31][CH2:30][N:29]([C:33]([O:35][C:36]([CH3:39])([CH3:38])[CH3:37])=[O:34])[CH2:28]2)=[O:26])=[N:22][CH:23]=1. (3) Given the reactants [C:1]([C:3]1[CH:4]=[C:5]([NH:9][C:10]2[C:19]3[C:14](=[CH:15][C:16]([O:21][CH3:22])=[C:17]([OH:20])[CH:18]=3)[N:13]=[CH:12][N:11]=2)[CH:6]=[CH:7][CH:8]=1)#[CH:2].C([O-])([O-])=O.[K+].[K+].Br[CH2:30][CH2:31][CH2:32][Cl:33].O, predict the reaction product. The product is: [C:1]([C:3]1[CH:4]=[C:5]([NH:9][C:10]2[C:19]3[C:14](=[CH:15][C:16]([O:21][CH3:22])=[C:17]([O:20][CH2:30][CH2:31][CH2:32][Cl:33])[CH:18]=3)[N:13]=[CH:12][N:11]=2)[CH:6]=[CH:7][CH:8]=1)#[CH:2]. (4) Given the reactants [CH3:1][C:2]([CH3:29])([CH3:28])[CH2:3][N:4]1[C:12]2[C:7](=[N:8][C:9]([C:13]3[CH2:18][N:17]([C:19]([O:21][C:22]([CH3:25])([CH3:24])[CH3:23])=[O:20])[CH2:16][CH2:15][CH:14]=3)=[CH:10][CH:11]=2)[N:6]([CH3:26])[C:5]1=[O:27].[H][H], predict the reaction product. The product is: [CH3:1][C:2]([CH3:29])([CH3:28])[CH2:3][N:4]1[C:12]2[C:7](=[N:8][C:9]([CH:13]3[CH2:14][CH2:15][CH2:16][N:17]([C:19]([O:21][C:22]([CH3:24])([CH3:23])[CH3:25])=[O:20])[CH2:18]3)=[CH:10][CH:11]=2)[N:6]([CH3:26])[C:5]1=[O:27]. (5) Given the reactants [Cl:1][C:2]1[CH:7]=[CH:6][N:5]=[C:4]2[CH:8]=[C:9]([C:11]([O-:13])=O)[S:10][C:3]=12.[Li+].C(Cl)Cl.C(Cl)(=O)C(Cl)=O.[NH3:24], predict the reaction product. The product is: [Cl:1][C:2]1[CH:7]=[CH:6][N:5]=[C:4]2[CH:8]=[C:9]([C:11]([NH2:24])=[O:13])[S:10][C:3]=12. (6) Given the reactants C([O:3][C:4](=[O:29])[CH2:5][CH2:6][C:7]1[CH:12]=[CH:11][C:10]([O:13][CH2:14][CH2:15][C:16]2[N:17]=[C:18]([C:22]3[CH:27]=[CH:26][CH:25]=[CH:24][CH:23]=3)[O:19][C:20]=2[CH3:21])=[CH:9][C:8]=1[OH:28])C.Br.Br[CH2:32][C:33]1[CH:38]=[CH:37][CH:36]=[CH:35][N:34]=1.[H-].[Na+].[Li+].[OH-], predict the reaction product. The product is: [CH3:21][C:20]1[O:19][C:18]([C:22]2[CH:23]=[CH:24][CH:25]=[CH:26][CH:27]=2)=[N:17][C:16]=1[CH2:15][CH2:14][O:13][C:10]1[CH:11]=[CH:12][C:7]([CH2:6][CH2:5][C:4]([OH:3])=[O:29])=[C:8]([O:28][CH2:32][C:33]2[CH:38]=[CH:37][CH:36]=[CH:35][N:34]=2)[CH:9]=1. (7) Given the reactants [CH3:1][N:2]([CH3:47])[CH2:3][C:4]([NH:6][C:7]1[CH:8]=[CH:9][C:10]([O:45][CH3:46])=[C:11]([NH:13][C:14]2[N:15]=[C:16]([NH:33][C:34]3[CH:43]=[CH:42][CH:41]=[C:40]([F:44])[C:35]=3[C:36]([NH:38][CH3:39])=[O:37])[C:17]3[CH:22]=[CH:21][N:20](S(C4C=CC(C)=CC=4)(=O)=O)[C:18]=3[N:19]=2)[CH:12]=1)=[O:5].[OH-].[K+].CCOC(C)=O.C([O-])(O)=O.[Na+], predict the reaction product. The product is: [CH3:47][N:2]([CH3:1])[CH2:3][C:4]([NH:6][C:7]1[CH:8]=[CH:9][C:10]([O:45][CH3:46])=[C:11]([NH:13][C:14]2[NH:19][C:18]3=[N:20][CH:21]=[CH:22][C:17]3=[C:16]([NH:33][C:34]3[CH:43]=[CH:42][CH:41]=[C:40]([F:44])[C:35]=3[C:36]([NH:38][CH3:39])=[O:37])[N:15]=2)[CH:12]=1)=[O:5].